From a dataset of Reaction yield outcomes from USPTO patents with 853,638 reactions. Predict the reaction yield, written as a fraction of the theoretical maximum amount of product (1.0 means a 100% yield; for example, 0.34 means a 34% yield). The reactants are [F:1][C:2]1[CH:3]=[CH:4][C:5]([CH3:14])=[C:6]([S:8]([N:11]([CH3:13])[CH3:12])(=[O:10])=[O:9])[CH:7]=1.[Br:15]N1C(=O)CCC1=O.N(C(C)(C)C#N)=NC(C)(C)C#N. The catalyst is C(Cl)(Cl)(Cl)Cl. The product is [Br:15][CH2:14][C:5]1[CH:4]=[CH:3][C:2]([F:1])=[CH:7][C:6]=1[S:8]([N:11]([CH3:13])[CH3:12])(=[O:10])=[O:9]. The yield is 0.740.